Dataset: Forward reaction prediction with 1.9M reactions from USPTO patents (1976-2016). Task: Predict the product of the given reaction. (1) Given the reactants [C:1]1([NH:7][C:8]([C:10]2([C:13]([OH:15])=O)[CH2:12][CH2:11]2)=[O:9])[CH:6]=[CH:5][CH:4]=[CH:3][CH:2]=1.C[N:17](C(ON1N=NC2C=CC=NC1=2)=[N+](C)C)C.F[P-](F)(F)(F)(F)F.[CH2:40]([O:47][C:48]1[CH:57]=[C:56]2[C:51]([C:52]([O:58][C:59]3[CH:64]=[CH:63][C:62](N)=[CH:61][C:60]=3[F:66])=[CH:53][CH:54]=[N:55]2)=[CH:50][CH:49]=1)[C:41]1[CH:46]=[CH:45][CH:44]=[CH:43][CH:42]=1.CCN(CC)CC, predict the reaction product. The product is: [CH2:40]([O:47][C:48]1[CH:57]=[C:56]2[C:51]([C:52]([O:58][C:59]3[CH:64]=[CH:63][C:62]([N:7]([C:1]4[CH:2]=[CH:3][CH:4]=[CH:5][CH:6]=4)[C:8]([C:10]4([C:13]([NH2:17])=[O:15])[CH2:11][CH2:12]4)=[O:9])=[CH:61][C:60]=3[F:66])=[CH:53][CH:54]=[N:55]2)=[CH:50][CH:49]=1)[C:41]1[CH:42]=[CH:43][CH:44]=[CH:45][CH:46]=1. (2) Given the reactants C(=O)([O-])[O-].[K+].[K+].[CH2:7]([N:9]=[C:10]=[O:11])[CH3:8].[Cl:12][C:13]1[C:14]([O:23][C:24]2[CH:28]=[C:27]([C:29]([F:32])([F:31])[F:30])[NH:26][N:25]=2)=[N:15][CH:16]=[C:17]([C:19]([F:22])([F:21])[F:20])[CH:18]=1.Cl, predict the reaction product. The product is: [CH2:7]([NH:9][C:10]([N:26]1[C:27]([C:29]([F:32])([F:31])[F:30])=[CH:28][C:24]([O:23][C:14]2[C:13]([Cl:12])=[CH:18][C:17]([C:19]([F:22])([F:21])[F:20])=[CH:16][N:15]=2)=[N:25]1)=[O:11])[CH3:8]. (3) Given the reactants [H-].[Na+].[CH3:3][CH2:4][O:5][C:6]([CH:8](P(OCC)(OCC)=O)[CH3:9])=[O:7].[CH3:18][C:19]1[CH:26]=[CH:25][C:22]([CH:23]=O)=[CH:21][CH:20]=1.O, predict the reaction product. The product is: [CH3:9][C:8](=[CH:23][C:22]1[CH:25]=[CH:26][C:19]([CH3:18])=[CH:20][CH:21]=1)[C:6]([O:5][CH2:4][CH3:3])=[O:7]. (4) Given the reactants C=CCCCCCCCCCCCCCCCC.C1([O:25]C2C=CC=CC=2)C=CC=CC=1.C(O)(=O)CCCCCCC/C=C\CCCCCCCC.C(N)CCCCCCC/C=C\CCCCCCCC.[Se].C([P:80](=[O:97])([CH2:89][CH2:90][CH2:91][CH2:92][CH2:93][CH2:94][CH2:95][CH3:96])[CH2:81][CH2:82][CH2:83][CH2:84][CH2:85][CH2:86][CH2:87][CH3:88])CCCCCCC, predict the reaction product. The product is: [CH2:89]([P:80]([CH2:81][CH2:82][CH2:83][CH2:84][CH2:85][CH2:86][CH2:87][CH3:88])(=[O:97])[OH:25])[CH2:90][CH2:91][CH2:92][CH2:93][CH2:94][CH2:95][CH3:96]. (5) Given the reactants [CH3:1][N:2]1[C:10]2[C:9]([O:11][C:12]3[C:21]4[C:16](=[CH:17][CH:18]=[CH:19][CH:20]=4)[C:15]([NH2:22])=[CH:14][CH:13]=3)=[N:8][CH:7]=[N:6][C:5]=2[CH:4]=[CH:3]1.C(N(CC)CC)C.[F:30][C:31]([F:42])([F:41])[C:32]1[CH:33]=[C:34]([N:38]=[C:39]=[O:40])[CH:35]=[CH:36][CH:37]=1, predict the reaction product. The product is: [CH3:1][N:2]1[C:10]2[C:9]([O:11][C:12]3[C:21]4[C:16](=[CH:17][CH:18]=[CH:19][CH:20]=4)[C:15]([NH:22][C:39]([NH:38][C:34]4[CH:35]=[CH:36][CH:37]=[C:32]([C:31]([F:30])([F:41])[F:42])[CH:33]=4)=[O:40])=[CH:14][CH:13]=3)=[N:8][CH:7]=[N:6][C:5]=2[CH:4]=[CH:3]1.